Dataset: Merck oncology drug combination screen with 23,052 pairs across 39 cell lines. Task: Regression. Given two drug SMILES strings and cell line genomic features, predict the synergy score measuring deviation from expected non-interaction effect. (1) Drug 1: CN(Cc1cnc2nc(N)nc(N)c2n1)c1ccc(C(=O)NC(CCC(=O)O)C(=O)O)cc1. Drug 2: Cn1cc(-c2cnn3c(N)c(Br)c(C4CCCNC4)nc23)cn1. Cell line: OCUBM. Synergy scores: synergy=6.13. (2) Drug 1: CCc1c2c(nc3ccc(O)cc13)-c1cc3c(c(=O)n1C2)COC(=O)C3(O)CC. Drug 2: CNC(=O)c1cc(Oc2ccc(NC(=O)Nc3ccc(Cl)c(C(F)(F)F)c3)cc2)ccn1. Cell line: CAOV3. Synergy scores: synergy=-12.6. (3) Drug 2: COC1CC2CCC(C)C(O)(O2)C(=O)C(=O)N2CCCCC2C(=O)OC(C(C)CC2CCC(OP(C)(C)=O)C(OC)C2)CC(=O)C(C)C=C(C)C(O)C(OC)C(=O)C(C)CC(C)C=CC=CC=C1C. Drug 1: CC(=O)OC1C(=O)C2(C)C(O)CC3OCC3(OC(C)=O)C2C(OC(=O)c2ccccc2)C2(O)CC(OC(=O)C(O)C(NC(=O)c3ccccc3)c3ccccc3)C(C)=C1C2(C)C. Cell line: MSTO. Synergy scores: synergy=53.6. (4) Drug 1: CCC1(O)CC2CN(CCc3c([nH]c4ccccc34)C(C(=O)OC)(c3cc4c(cc3OC)N(C)C3C(O)(C(=O)OC)C(OC(C)=O)C5(CC)C=CCN6CCC43C65)C2)C1. Drug 2: CCN(CC)CCNC(=O)c1c(C)[nH]c(C=C2C(=O)Nc3ccc(F)cc32)c1C. Cell line: UACC62. Synergy scores: synergy=6.59. (5) Drug 1: CC(=O)OC1C(=O)C2(C)C(O)CC3OCC3(OC(C)=O)C2C(OC(=O)c2ccccc2)C2(O)CC(OC(=O)C(O)C(NC(=O)c3ccccc3)c3ccccc3)C(C)=C1C2(C)C. Drug 2: C#Cc1cccc(Nc2ncnc3cc(OCCOC)c(OCCOC)cc23)c1. Cell line: KPL1. Synergy scores: synergy=9.91.